Dataset: Reaction yield outcomes from USPTO patents with 853,638 reactions. Task: Predict the reaction yield, written as a fraction of the theoretical maximum amount of product (1.0 means a 100% yield; for example, 0.34 means a 34% yield). (1) The yield is 0.720. The reactants are [CH3:1][C:2]([CH3:6])=[CH:3][CH2:4][OH:5].F[C:8]1[CH:9]=[C:10]([CH3:17])[CH:11]=[CH:12][C:13]=1[N+:14]([O-:16])=[O:15].[CH3:18][C:19]1[CH:25]=[CH:24][C:22]([NH2:23])=[C:21]([O:26][CH2:27][CH:28]=[C:29]([CH3:31])[CH3:30])[CH:20]=1.[NH2:32][C:33]1[S:34][CH:35]=[CH:36][N:37]=1. No catalyst specified. The product is [CH3:1][C:2]([CH3:6])=[CH:3][CH2:4][O:5][C:8]1[CH:9]=[C:10]([CH3:17])[CH:11]=[CH:12][C:13]=1[N+:14]([O-:16])=[O:15].[CH3:18][C:19]1[CH:25]=[CH:24][C:22]([NH:23][C:4]([NH:32][C:33]2[S:34][CH:35]=[CH:36][N:37]=2)=[O:5])=[C:21]([O:26][CH2:27][CH:28]=[C:29]([CH3:31])[CH3:30])[CH:20]=1. (2) The reactants are F[C:2](F)(F)[C:3]([OH:5])=[O:4].[CH2:8]([O:10][C:11](=[O:40])[C@H:12]([CH:19](COC(=O)C)[C:20]1[CH:25]=[CH:24][C:23]([NH:26]C(OC(C)(C)C)=O)=[C:22]([CH3:34])[CH:21]=1)[CH2:13][C:14]([O:16][CH2:17][CH3:18])=[O:15])[CH3:9].Cl[CH2:42]Cl. No catalyst specified. The product is [CH2:8]([O:10][C:11](=[O:40])[C@@H:12]([CH2:19][C:20]1[CH:25]=[CH:24][C:23]([NH2:26])=[C:22]([CH3:34])[C:21]=1[CH2:42][O:5][C:3](=[O:4])[CH3:2])[CH2:13][C:14]([O:16][CH2:17][CH3:18])=[O:15])[CH3:9]. The yield is 0.990. (3) The reactants are [CH3:1][N:2]1[C:10]2[CH:9]=[C:8]([N:11]3[CH:16]=[CH:15][C:14]([O:17][CH2:18][C:19]4[CH:24]=[CH:23][CH:22]=[CH:21][N:20]=4)=[CH:13][C:12]3=[O:25])[CH:7]=[CH:6][C:5]=2[C:4]2[CH2:26][NH:27][CH2:28][CH2:29][C:3]1=2.[C:30]1(N)C(F)=C(F)C(F)=C(N)C=1F.[ClH:42].Cl. No catalyst specified. The product is [ClH:42].[ClH:42].[CH3:30][N:27]1[CH2:28][CH2:29][C:3]2[N:2]([CH3:1])[C:10]3[CH:9]=[C:8]([N:11]4[CH:16]=[CH:15][C:14]([O:17][CH2:18][C:19]5[CH:24]=[CH:23][CH:22]=[CH:21][N:20]=5)=[CH:13][C:12]4=[O:25])[CH:7]=[CH:6][C:5]=3[C:4]=2[CH2:26]1. The yield is 0.980.